Task: Predict the product of the given reaction.. Dataset: Forward reaction prediction with 1.9M reactions from USPTO patents (1976-2016) (1) Given the reactants Br[C:2]1[CH:3]=[C:4]([CH:32]=[CH:33][CH:34]=1)[CH2:5][O:6][C@H:7]1[CH2:11][CH2:10][N:9]([C:12]([CH3:31])([CH3:30])[CH2:13][CH2:14][C:15]([C:24]2[CH:29]=[CH:28][CH:27]=[CH:26][CH:25]=2)([C:18]2[CH:23]=[CH:22][CH:21]=[CH:20][CH:19]=2)[C:16]#[N:17])[CH2:8]1.[C:35]1(B(O)O)[CH:40]=[CH:39][CH:38]=[CH:37][CH:36]=1, predict the reaction product. The product is: [C:2]1([C:35]2[CH:40]=[CH:39][CH:38]=[CH:37][CH:36]=2)[CH:34]=[CH:33][CH:32]=[C:4]([CH2:5][O:6][C@H:7]2[CH2:11][CH2:10][N:9]([C:12]([CH3:31])([CH3:30])[CH2:13][CH2:14][C:15]([C:24]3[CH:29]=[CH:28][CH:27]=[CH:26][CH:25]=3)([C:18]3[CH:23]=[CH:22][CH:21]=[CH:20][CH:19]=3)[C:16]#[N:17])[CH2:8]2)[CH:3]=1. (2) Given the reactants C[Al](C)C.[CH3:5][C:6]1[N:7]=[CH:8][C:9]([NH2:12])=[N:10][CH:11]=1.[Si:13]([O:20][C@@H:21]([CH2:26][O:27][CH2:28][CH3:29])[C:22](OC)=[O:23])([C:16]([CH3:19])([CH3:18])[CH3:17])([CH3:15])[CH3:14].C(C(C(C([O-])=O)O)O)([O-])=O.[K+].[Na+], predict the reaction product. The product is: [Si:13]([O:20][C@@H:21]([CH2:26][O:27][CH2:28][CH3:29])[C:22]([NH:12][C:9]1[CH:8]=[N:7][C:6]([CH3:5])=[CH:11][N:10]=1)=[O:23])([C:16]([CH3:19])([CH3:18])[CH3:17])([CH3:15])[CH3:14]. (3) Given the reactants [Cl:1][C:2]1[CH:3]=[C:4]([C:8]2[N:12]3[N:13]=[C:14]([NH:17][CH:18]4[CH2:27][CH2:26][C:21]5(OCC[O:22]5)[CH2:20][CH2:19]4)[CH:15]=[CH:16][C:11]3=[N:10][CH:9]=2)[CH:5]=[CH:6][CH:7]=1.Cl.CCOC(C)=O.C([O-])(O)=O.[Na+], predict the reaction product. The product is: [Cl:1][C:2]1[CH:3]=[C:4]([C:8]2[N:12]3[N:13]=[C:14]([NH:17][CH:18]4[CH2:19][CH2:20][C:21](=[O:22])[CH2:26][CH2:27]4)[CH:15]=[CH:16][C:11]3=[N:10][CH:9]=2)[CH:5]=[CH:6][CH:7]=1. (4) Given the reactants C[N:2]1[CH2:7][CH2:6]O[CH2:4][CH2:3]1.[F:8][C:9]([F:24])([F:23])[C:10]1[CH:11]=[C:12]2[C:17](=[CH:18][CH:19]=1)[CH2:16][N:15]([C:20](Cl)=[O:21])[CH2:14][CH2:13]2.[NH:25]1[C:29]2[CH:30]=[CH:31][C:32]([C:34]([OH:36])=O)=[CH:33][C:28]=2[N:27]=[N:26]1.F[P-](F)(F)(F)(F)F.N1(OC(N(C)C)=[N+](C)C)C2[N:49]=[CH:50][CH:51]=[CH:52][C:47]=2N=N1, predict the reaction product. The product is: [NH:25]1[C:29]2[CH:30]=[CH:31][C:32]([C:34]([N:49]3[CH2:50][C@@H:51]4[C@@H:6]5[C@H:4]([C@@H:52]4[CH2:47]3)[CH2:3][N:2]([C:20]([N:15]3[CH2:14][CH2:13][C:12]4[C:17](=[CH:18][CH:19]=[C:10]([C:9]([F:24])([F:23])[F:8])[CH:11]=4)[CH2:16]3)=[O:21])[CH2:7]5)=[O:36])=[CH:33][C:28]=2[N:27]=[N:26]1. (5) The product is: [CH:1]1([NH:4][C:5]2[N:10]3[N:11]=[CH:12][C:13](/[CH:14]=[C:15]4/[C:16](=[O:21])[NH:17][C:18](=[O:20])[NH:19]/4)=[C:9]3[N:8]=[C:7]([N:41]3[CH:40]=[CH:39][N:43]=[CH:42]3)[N:6]=2)[CH2:3][CH2:2]1. Given the reactants [CH:1]1([NH:4][C:5]2[N:10]3[N:11]=[CH:12][C:13](/[CH:14]=[C:15]4/[C:16](=[O:21])[NH:17][C:18](=[O:20])[NH:19]/4)=[C:9]3[N:8]=[C:7](S(C)=O)[N:6]=2)[CH2:3][CH2:2]1.C1(NC2N3N=CC(/C=[C:39]4/[C:40](=O)[NH:41][C:42](=O)[NH:43]/4)=C3N=C(S(C)(=O)=O)N=2)CC1.N1C=CN=C1, predict the reaction product. (6) The product is: [C:1]([C:3]1[CH:8]=[CH:7][CH:6]=[C:5]([S:22]([CH3:13])(=[O:25])=[O:23])[N:4]=1)#[N:2]. Given the reactants [C:1]([C:3]1[CH:8]=[CH:7][CH:6]=[C:5](SC)[N:4]=1)#[N:2].ClN1C(=O)CC[C:13]1=O.Cl[O-].[Na+].[S:22]([O-:25])([O-])=[O:23].[Na+].[Na+], predict the reaction product. (7) Given the reactants [CH2:1]([O:8][C:9]([N:11]1[CH2:16][CH2:15][CH:14]([CH2:17][NH2:18])[CH2:13][CH2:12]1)=[O:10])[C:2]1[CH:7]=[CH:6][CH:5]=[CH:4][CH:3]=1.Cl[C:20]1[C:21]2[CH:28]=[CH:27][NH:26][C:22]=2[N:23]=[CH:24][N:25]=1, predict the reaction product. The product is: [CH2:1]([O:8][C:9]([N:11]1[CH2:16][CH2:15][CH:14]([CH2:17][NH:18][C:20]2[C:21]3[CH:28]=[CH:27][NH:26][C:22]=3[N:23]=[CH:24][N:25]=2)[CH2:13][CH2:12]1)=[O:10])[C:2]1[CH:7]=[CH:6][CH:5]=[CH:4][CH:3]=1.